This data is from Forward reaction prediction with 1.9M reactions from USPTO patents (1976-2016). The task is: Predict the product of the given reaction. (1) Given the reactants [Cl:1][C:2]1[CH:12]=[C:11]([Cl:13])[CH:10]=[CH:9][C:3]=1[O:4][CH2:5][C:6]([NH2:8])=[O:7].[N-:14]=[N+:15]=[N-:16].[Na+].Cl.C([N:21]([CH2:24][CH3:25])CC)C.Cl, predict the reaction product. The product is: [Cl:1][C:2]1[CH:12]=[C:11]([Cl:13])[CH:10]=[CH:9][C:3]=1[O:4][CH2:5][C:6]([NH:8][C:3]1[CH:2]=[CH:12][CH:11]=[C:25]([C:24]2[NH:21][N:16]=[N:15][N:14]=2)[CH:9]=1)=[O:7]. (2) Given the reactants OS(O)(=O)=O.[N+:6]([O-:9])(O)=[O:7].[Br:10][C:11]1[S:15][N:14]=[CH:13][CH:12]=1, predict the reaction product. The product is: [Br:10][C:11]1[S:15][N:14]=[CH:13][C:12]=1[N+:6]([O-:9])=[O:7].